From a dataset of NCI-60 drug combinations with 297,098 pairs across 59 cell lines. Regression. Given two drug SMILES strings and cell line genomic features, predict the synergy score measuring deviation from expected non-interaction effect. (1) Drug 1: CCC1(CC2CC(C3=C(CCN(C2)C1)C4=CC=CC=C4N3)(C5=C(C=C6C(=C5)C78CCN9C7C(C=CC9)(C(C(C8N6C=O)(C(=O)OC)O)OC(=O)C)CC)OC)C(=O)OC)O.OS(=O)(=O)O. Cell line: OVCAR-5. Synergy scores: CSS=19.6, Synergy_ZIP=-5.40, Synergy_Bliss=0.851, Synergy_Loewe=-6.17, Synergy_HSA=-0.0357. Drug 2: CC1CCC2CC(C(=CC=CC=CC(CC(C(=O)C(C(C(=CC(C(=O)CC(OC(=O)C3CCCCN3C(=O)C(=O)C1(O2)O)C(C)CC4CCC(C(C4)OC)O)C)C)O)OC)C)C)C)OC. (2) Drug 1: CC1=C2C(C(=O)C3(C(CC4C(C3C(C(C2(C)C)(CC1OC(=O)C(C(C5=CC=CC=C5)NC(=O)OC(C)(C)C)O)O)OC(=O)C6=CC=CC=C6)(CO4)OC(=O)C)OC)C)OC. Drug 2: CN(C(=O)NC(C=O)C(C(C(CO)O)O)O)N=O. Cell line: UO-31. Synergy scores: CSS=41.7, Synergy_ZIP=-0.397, Synergy_Bliss=-1.38, Synergy_Loewe=-67.5, Synergy_HSA=-0.834. (3) Drug 1: CC1=C2C(C(=O)C3(C(CC4C(C3C(C(C2(C)C)(CC1OC(=O)C(C(C5=CC=CC=C5)NC(=O)OC(C)(C)C)O)O)OC(=O)C6=CC=CC=C6)(CO4)OC(=O)C)OC)C)OC. Drug 2: C1=NNC2=C1C(=O)NC=N2. Cell line: HOP-62. Synergy scores: CSS=21.3, Synergy_ZIP=-6.72, Synergy_Bliss=-8.15, Synergy_Loewe=-20.4, Synergy_HSA=-6.74. (4) Drug 1: C1=CC(=CC=C1CCC2=CNC3=C2C(=O)NC(=N3)N)C(=O)NC(CCC(=O)O)C(=O)O. Drug 2: CC1=CC=C(C=C1)C2=CC(=NN2C3=CC=C(C=C3)S(=O)(=O)N)C(F)(F)F. Cell line: 786-0. Synergy scores: CSS=12.9, Synergy_ZIP=-8.89, Synergy_Bliss=-9.84, Synergy_Loewe=-11.5, Synergy_HSA=-7.03. (5) Synergy scores: CSS=50.0, Synergy_ZIP=6.16, Synergy_Bliss=4.34, Synergy_Loewe=-22.0, Synergy_HSA=5.46. Drug 2: CC12CCC3C(C1CCC2O)C(CC4=C3C=CC(=C4)O)CCCCCCCCCS(=O)CCCC(C(F)(F)F)(F)F. Cell line: LOX IMVI. Drug 1: CC1=C2C(C(=O)C3(C(CC4C(C3C(C(C2(C)C)(CC1OC(=O)C(C(C5=CC=CC=C5)NC(=O)OC(C)(C)C)O)O)OC(=O)C6=CC=CC=C6)(CO4)OC(=O)C)OC)C)OC.